This data is from Forward reaction prediction with 1.9M reactions from USPTO patents (1976-2016). The task is: Predict the product of the given reaction. (1) Given the reactants [CH2:1]([C:4]1[NH:5][C:6]2[C:11]([CH:12]=1)=[C:10]([C:13]#[N:14])[C:9]([C:15]#[N:16])=[CH:8][CH:7]=2)[CH2:2][CH3:3].Cl[CH2:18][C:19]1[N:23]=[C:22]([C:24]2[CH:29]=[CH:28][CH:27]=[C:26]([C:30]([F:33])([F:32])[F:31])[CH:25]=2)[O:21][N:20]=1, predict the reaction product. The product is: [CH2:1]([C:4]1[N:5]([CH2:18][C:19]2[N:23]=[C:22]([C:24]3[CH:29]=[CH:28][CH:27]=[C:26]([C:30]([F:33])([F:31])[F:32])[CH:25]=3)[O:21][N:20]=2)[C:6]2[C:11]([CH:12]=1)=[C:10]([C:13]#[N:14])[C:9]([C:15]#[N:16])=[CH:8][CH:7]=2)[CH2:2][CH3:3]. (2) Given the reactants I[C:2]1[CH:7]=[CH:6][C:5]([CH2:8][N:9]2[CH2:13][CH2:12][CH2:11][C:10]2=[O:14])=[CH:4][CH:3]=1.[CH3:15][N:16]1[CH2:21][CH2:20][C:19]2[NH:22][N:23]=[C:24]([C:25]([F:28])([F:27])[F:26])[C:18]=2[CH2:17]1.CN(C)CC(O)=O.C(=O)([O-])[O-].[K+].[K+], predict the reaction product. The product is: [CH3:15][N:16]1[CH2:21][CH2:20][C:19]2[N:22]([C:2]3[CH:7]=[CH:6][C:5]([CH2:8][N:9]4[CH2:13][CH2:12][CH2:11][C:10]4=[O:14])=[CH:4][CH:3]=3)[N:23]=[C:24]([C:25]([F:27])([F:26])[F:28])[C:18]=2[CH2:17]1.